From a dataset of Full USPTO retrosynthesis dataset with 1.9M reactions from patents (1976-2016). Predict the reactants needed to synthesize the given product. (1) Given the product [CH3:20][O:21][C:8]1([C:10]2[CH:15]=[CH:14][C:13]([S:16]([CH3:19])(=[O:18])=[O:17])=[CH:12][CH:11]=2)[C:2]2([CH2:7][CH2:6][CH2:5][CH2:4][CH2:3]2)[O:9]1, predict the reactants needed to synthesize it. The reactants are: Br[C:2]1([C:8]([C:10]2[CH:15]=[CH:14][C:13]([S:16]([CH3:19])(=[O:18])=[O:17])=[CH:12][CH:11]=2)=[O:9])[CH2:7][CH2:6][CH2:5][CH2:4][CH2:3]1.[CH3:20][O-:21].[Na+].COC1(C2C=CC(SC)=CC=2)C2(CCCCC2)O1. (2) Given the product [Br:19][C:5]1[C:6]([C:8]([F:11])([F:9])[F:10])=[N:7][C:2]([NH2:1])=[N:3][CH:4]=1, predict the reactants needed to synthesize it. The reactants are: [NH2:1][C:2]1[N:7]=[C:6]([C:8]([F:11])([F:10])[F:9])[CH:5]=[CH:4][N:3]=1.C1C(=O)N([Br:19])C(=O)C1. (3) Given the product [Br:13][C:14]1[CH:15]=[CH:16][C:17]2[N:18]([CH:20]=[C:21]([C:23]([NH:12][C:9]3([C:3]4[CH:4]=[C:5]([F:8])[CH:6]=[CH:7][C:2]=4[F:1])[CH2:10][CH2:11]3)=[O:24])[N:22]=2)[CH:19]=1, predict the reactants needed to synthesize it. The reactants are: [F:1][C:2]1[CH:7]=[CH:6][C:5]([F:8])=[CH:4][C:3]=1[C:9]1([NH2:12])[CH2:11][CH2:10]1.[Br:13][C:14]1[CH:15]=[CH:16][C:17]2[N:18]([CH:20]=[C:21]([C:23](OCC)=[O:24])[N:22]=2)[CH:19]=1. (4) The reactants are: [Br:1][C:2]1[C:3]([CH3:9])=[CH:4][C:5]([OH:8])=[N:6][CH:7]=1.O[CH2:11][C:12]1([C:15]([O:17][CH3:18])=[O:16])[CH2:14][CH2:13]1.C1(P(C2C=CC=CC=2)C2C=CC=CC=2)C=CC=CC=1.N(C(OCC)=O)=NC(OCC)=O.C1(C)C=CC=CC=1. Given the product [Br:1][C:2]1[C:3]([CH3:9])=[CH:4][C:5]([O:8][CH2:11][C:12]2([C:15]([O:17][CH3:18])=[O:16])[CH2:14][CH2:13]2)=[N:6][CH:7]=1, predict the reactants needed to synthesize it. (5) Given the product [CH3:17][O:18][C:19](=[O:28])[CH:20]([N:11]1[C:10](=[O:14])[CH:9]=[C:8]([O:1][C:2]2[CH:7]=[CH:6][CH:5]=[CH:4][CH:3]=2)[CH:13]=[N:12]1)[CH2:21][CH:22]1[CH2:23][CH2:24][CH2:25][CH2:26]1, predict the reactants needed to synthesize it. The reactants are: [O:1]([C:8]1[CH:13]=[N:12][NH:11][C:10](=[O:14])[CH:9]=1)[C:2]1[CH:7]=[CH:6][CH:5]=[CH:4][CH:3]=1.[H-].[Na+].[CH3:17][O:18][C:19](=[O:28])[CH:20](Br)[CH2:21][CH:22]1[CH2:26][CH2:25][CH2:24][CH2:23]1.